From a dataset of Peptide-MHC class II binding affinity with 134,281 pairs from IEDB. Regression. Given a peptide amino acid sequence and an MHC pseudo amino acid sequence, predict their binding affinity value. This is MHC class II binding data. (1) The peptide sequence is KKWKYLNAVSLCILTIN. The MHC is DRB1_0301 with pseudo-sequence DRB1_0301. The binding affinity (normalized) is 0. (2) The peptide sequence is FLPFTLGIMAIAACA. The MHC is DRB1_0101 with pseudo-sequence DRB1_0101. The binding affinity (normalized) is 0.828. (3) The peptide sequence is GEEEVQLIAAVPGKN. The MHC is HLA-DQA10501-DQB10402 with pseudo-sequence HLA-DQA10501-DQB10402. The binding affinity (normalized) is 0.414. (4) The peptide sequence is SKISGEWYSIFLASD. The MHC is HLA-DPA10103-DPB10401 with pseudo-sequence HLA-DPA10103-DPB10401. The binding affinity (normalized) is 0.579.